From a dataset of Peptide-MHC class I binding affinity with 185,985 pairs from IEDB/IMGT. Regression. Given a peptide amino acid sequence and an MHC pseudo amino acid sequence, predict their binding affinity value. This is MHC class I binding data. (1) The peptide sequence is PTEMVDVSM. The MHC is HLA-A02:03 with pseudo-sequence HLA-A02:03. The binding affinity (normalized) is 0.0176. (2) The peptide sequence is QWSPGPGRL. The MHC is HLA-B15:09 with pseudo-sequence HLA-B15:09. The binding affinity (normalized) is 0.0847. (3) The peptide sequence is VELGSGNSF. The MHC is HLA-B57:01 with pseudo-sequence HLA-B57:01. The binding affinity (normalized) is 0.0847. (4) The peptide sequence is LVESVAGSC. The MHC is HLA-A02:02 with pseudo-sequence HLA-A02:02. The binding affinity (normalized) is 0. (5) The peptide sequence is QIYAGIKVK. The MHC is HLA-A26:01 with pseudo-sequence HLA-A26:01. The binding affinity (normalized) is 0. (6) The MHC is HLA-B58:01 with pseudo-sequence HLA-B58:01. The peptide sequence is YVRGYLRGY. The binding affinity (normalized) is 0.0847.